From a dataset of Catalyst prediction with 721,799 reactions and 888 catalyst types from USPTO. Predict which catalyst facilitates the given reaction. (1) Reactant: [CH3:1][C:2]([O:4][C@H:5]1[C:14]2[C@@:15]3([CH3:30])[C@@H:26]([CH2:27][O:28][CH3:29])[O:25][C:23](=[O:24])[C:17]4=[CH:18][O:19][C:20]([C:21](=[O:22])[C:13]=2[C@@H:8]2[CH2:9][CH2:10][C@H:11]([OH:12])[C@@:7]2([CH3:31])[CH2:6]1)=[C:16]34)=[O:3].[CH2:32]1[C:41]2[C:36](=[CH:37][CH:38]=[CH:39][CH:40]=2)[CH2:35][CH2:34][NH:33]1. Product: [C:2]([O:4][C@H:5]1[C:14]2[C@:15]3([CH3:30])[C:16](/[C:17](=[CH:18]\[N:33]4[CH2:34][CH2:35][C:36]5[C:41](=[CH:40][CH:39]=[CH:38][CH:37]=5)[CH2:32]4)/[C:23](=[O:24])[O:25][C@@H:26]3[CH2:27][O:28][CH3:29])=[C:20]([OH:19])[C:21](=[O:22])[C:13]=2[CH:8]2[C@@:7]([CH3:31])([C@@H:11]([OH:12])[CH2:10][CH2:9]2)[CH2:6]1)(=[O:3])[CH3:1]. The catalyst class is: 2. (2) Reactant: [Cl:1][C:2]1[C:3]([N+:13]([O-])=O)=[C:4]2[C:9](=[CH:10][CH:11]=1)[N+:8]([O-])=[CH:7][CH:6]=[CH:5]2.P(Cl)(Cl)([Cl:18])=O.[Cl-].[NH4+]. Product: [Cl:18][C:7]1[CH:6]=[CH:5][C:4]2[C:3]([NH2:13])=[C:2]([Cl:1])[CH:11]=[CH:10][C:9]=2[N:8]=1. The catalyst class is: 190. (3) Reactant: [NH2:1][C@@H:2]([CH2:6][CH2:7][C:8]([NH:10][C@H:11]([C:14]([NH:16][CH2:17][C:18]([OH:20])=[O:19])=[O:15])[CH2:12][SH:13])=[O:9])[C:3]([OH:5])=[O:4].Cl.[N:22]([O-])=[O:23].[Na+]. Product: [NH2:1][C@H:2]([C:3]([OH:5])=[O:4])[CH2:6][CH2:7][C:8]([NH:10][C@H:11]([C:14]([NH:16][CH2:17][C:18]([OH:20])=[O:19])=[O:15])[CH2:12][S:13][N:22]=[O:23])=[O:9]. The catalyst class is: 6. (4) Reactant: [N:1]1([C:7]([O:9][C:10]([CH3:13])([CH3:12])[CH3:11])=[O:8])[CH2:6][CH2:5][NH:4][CH2:3][CH2:2]1.Cl[C:15]1[CH:20]=[N:19][CH:18]=[CH:17][N:16]=1.C([O-])([O-])=O.[Cs+].[Cs+]. Product: [N:16]1[CH:17]=[CH:18][N:19]=[CH:20][C:15]=1[N:4]1[CH2:5][CH2:6][N:1]([C:7]([O:9][C:10]([CH3:13])([CH3:12])[CH3:11])=[O:8])[CH2:2][CH2:3]1. The catalyst class is: 16. (5) Reactant: Cl.[CH2:2]([O:4][C:5]([C@H:7]1[CH2:10][C@@H:9]([NH2:11])[CH2:8]1)=[O:6])[CH3:3].[CH2:12]([C:16]1[CH:21]=[CH:20][C:19]([C:22]2[N:26]=[C:25]([C:27]3[CH:34]=[CH:33][C:30]([CH:31]=O)=[CH:29][CH:28]=3)[O:24][N:23]=2)=[CH:18][CH:17]=1)[CH:13]([CH3:15])[CH3:14].C(O)(=O)C.C(O[BH-](OC(=O)C)OC(=O)C)(=O)C.[Na+]. Product: [CH2:12]([C:16]1[CH:17]=[CH:18][C:19]([C:22]2[N:26]=[C:25]([C:27]3[CH:28]=[CH:29][C:30]([CH2:31][NH:11][C@@H:9]4[CH2:10][C@H:7]([C:5]([O:4][CH2:2][CH3:3])=[O:6])[CH2:8]4)=[CH:33][CH:34]=3)[O:24][N:23]=2)=[CH:20][CH:21]=1)[CH:13]([CH3:15])[CH3:14]. The catalyst class is: 1.